Dataset: Forward reaction prediction with 1.9M reactions from USPTO patents (1976-2016). Task: Predict the product of the given reaction. (1) Given the reactants C(O[C:6](=[O:25])[NH:7][C:8]1[S:9][C:10]2[C:16]([C:17]3[CH:22]=[CH:21][CH:20]=[CH:19][CH:18]=3)=[CH:15][CH:14]=[C:13]([O:23][CH3:24])[C:11]=2[N:12]=1)(C)(C)C.[CH2:26]([CH2:28][NH2:29])[OH:27], predict the reaction product. The product is: [OH:27][CH2:26][CH2:28][NH:29][C:6]([NH:7][C:8]1[S:9][C:10]2[C:16]([C:17]3[CH:18]=[CH:19][CH:20]=[CH:21][CH:22]=3)=[CH:15][CH:14]=[C:13]([O:23][CH3:24])[C:11]=2[N:12]=1)=[O:25]. (2) Given the reactants O(C1C=C(O)C=CC=1)C1C=CC=CC=1.C(=O)([O-])[O-].[K+].[K+].F[C:22]1[CH:29]=[CH:28]C(C#N)=[CH:24][C:23]=1[C:30]#N.[O:32]([C:39]1[CH:40]=[C:41]([CH:53]=[CH:54][CH:55]=1)[O:42][C:43]1[CH:44]=[C:45]([C:51]#[N:52])[CH:46]=[C:47]([CH:50]=1)[C:48]#[N:49])[C:33]1[CH:38]=[CH:37][CH:36]=[CH:35][CH:34]=1, predict the reaction product. The product is: [CH3:28][CH2:29][CH2:22][CH:23]([CH3:30])[CH3:24].[O:32]([C:39]1[CH:40]=[C:41]([CH:53]=[CH:54][CH:55]=1)[O:42][C:43]1[CH:50]=[C:47]([C:48]#[N:49])[CH:46]=[C:45]([CH:44]=1)[C:51]#[N:52])[C:33]1[CH:34]=[CH:35][CH:36]=[CH:37][CH:38]=1. (3) Given the reactants [F:1][C:2]1[CH:3]=[C:4]([CH2:9][C:10]([OH:12])=O)[CH:5]=[C:6]([F:8])[CH:7]=1.C(Cl)(=O)C(Cl)=O.N1C=CC=CC=1.[NH2:25][N:26]1[C:35](=[O:36])[C:34]2[C:29](=[CH:30][CH:31]=[CH:32][CH:33]=2)[N:28]=[C:27]1[N:37]1[CH2:41][CH2:40][CH2:39][CH2:38]1, predict the reaction product. The product is: [F:8][C:6]1[CH:5]=[C:4]([CH2:9][C:10]([NH:25][N:26]2[C:35](=[O:36])[C:34]3[C:29](=[CH:30][CH:31]=[CH:32][CH:33]=3)[N:28]=[C:27]2[N:37]2[CH2:41][CH2:40][CH2:39][CH2:38]2)=[O:12])[CH:3]=[C:2]([F:1])[CH:7]=1. (4) Given the reactants [SH:1][C:2]1[NH:6][N:5]=[N:4][CH:3]=1.I[CH2:8][CH2:9][CH2:10][CH2:11]I, predict the reaction product. The product is: [N:4]1[CH:3]=[C:2]([S:1][CH2:8][CH2:9][CH2:10][CH2:11][S:1][C:2]2[NH:6][N:5]=[N:4][CH:3]=2)[NH:6][N:5]=1. (5) Given the reactants [Cl:1][C:2]1[N:6]([C:7]2[CH:12]=[CH:11][CH:10]=[CH:9][CH:8]=2)[N:5]=[C:4]([CH3:13])[C:3]=1[CH:14]=O.[CH3:16][CH:17]([CH3:33])[C:18]([NH:20][C:21]1[CH:26]=[CH:25][CH:24]=[C:23]([CH:27]2[CH2:32][CH2:31][NH:30][CH2:29][CH2:28]2)[CH:22]=1)=[O:19], predict the reaction product. The product is: [Cl:1][C:2]1[N:6]([C:7]2[CH:8]=[CH:9][CH:10]=[CH:11][CH:12]=2)[N:5]=[C:4]([CH3:13])[C:3]=1[CH2:14][N:30]1[CH2:31][CH2:32][CH:27]([C:23]2[CH:22]=[C:21]([NH:20][C:18](=[O:19])[CH:17]([CH3:16])[CH3:33])[CH:26]=[CH:25][CH:24]=2)[CH2:28][CH2:29]1. (6) Given the reactants [NH2:1][C:2]1[NH:3][C:4]2[CH:10]=[C:9]([C:11]([O:13]C)=[O:12])[CH:8]=[CH:7][C:5]=2[N:6]=1.[ClH:15], predict the reaction product. The product is: [ClH:15].[NH2:1][C:2]1[NH:3][C:4]2[CH:10]=[C:9]([C:11]([OH:13])=[O:12])[CH:8]=[CH:7][C:5]=2[N:6]=1.